Dataset: Catalyst prediction with 721,799 reactions and 888 catalyst types from USPTO. Task: Predict which catalyst facilitates the given reaction. Reactant: C1(C)C=CC(C([C@](C(O)=O)(O)[C@](C(C2C=CC(C)=CC=2)=O)(O)C(O)=O)=O)=CC=1.[CH2:29]([N:32]1[C:36]([CH2:37][S:38]([C:40]2[CH:46]=[CH:45][C:43]([NH2:44])=[CH:42][CH:41]=2)=[O:39])=[CH:35][N:34]=[CH:33]1)[CH2:30][CH3:31]. Product: [CH2:29]([N:32]1[C:36]([CH2:37][S:38]([C:40]2[CH:41]=[CH:42][C:43]([NH2:44])=[CH:45][CH:46]=2)=[O:39])=[CH:35][N:34]=[CH:33]1)[CH2:30][CH3:31]. The catalyst class is: 13.